This data is from Catalyst prediction with 721,799 reactions and 888 catalyst types from USPTO. The task is: Predict which catalyst facilitates the given reaction. (1) Reactant: [NH2:1][C:2]1[C:7]2[CH:8]=[C:9]([C:11]3[CH:20]=[CH:19][C:18]4[CH2:17][C:16](=[O:21])[CH2:15][CH2:14][C:13]=4[CH:12]=3)[S:10][C:6]=2[C:5]([C:22]([NH2:24])=[O:23])=[CH:4][N:3]=1.[BH4-].[Na+]. Product: [NH2:1][C:2]1[C:7]2[CH:8]=[C:9]([C:11]3[CH:20]=[CH:19][C:18]4[CH2:17][CH:16]([OH:21])[CH2:15][CH2:14][C:13]=4[CH:12]=3)[S:10][C:6]=2[C:5]([C:22]([NH2:24])=[O:23])=[CH:4][N:3]=1. The catalyst class is: 8. (2) Reactant: C[Si]([C:5]#[C:6][C:7]1[CH:8]=[C:9]([CH:12]=[CH:13][CH:14]=1)[CH:10]=[O:11])(C)C.[F-].[K+].[BH4-].[Na+].[NH4+].[Cl-]. Product: [C:6]([C:7]1[CH:8]=[C:9]([CH2:10][OH:11])[CH:12]=[CH:13][CH:14]=1)#[CH:5]. The catalyst class is: 5.